Dataset: Forward reaction prediction with 1.9M reactions from USPTO patents (1976-2016). Task: Predict the product of the given reaction. (1) Given the reactants [Cl:1][C:2]1[C:3]([O:12][C:13]2[CH:18]=[C:17]([O:19][CH2:20][O:21][CH3:22])[CH:16]=[CH:15][C:14]=2[CH2:23][CH:24]=[O:25])=[N:4][CH:5]=[C:6]([C:8]([F:11])([F:10])[F:9])[CH:7]=1.[BH4-].[Na+].Cl, predict the reaction product. The product is: [Cl:1][C:2]1[C:3]([O:12][C:13]2[CH:18]=[C:17]([O:19][CH2:20][O:21][CH3:22])[CH:16]=[CH:15][C:14]=2[CH2:23][CH2:24][OH:25])=[N:4][CH:5]=[C:6]([C:8]([F:10])([F:9])[F:11])[CH:7]=1. (2) Given the reactants [OH:1][C:2]1[CH:3]=[C:4]([O:12][C@@H:13]([C@H:15]2[CH2:19][N:18]([C@@H](C3C=CC(O)=CC=3)C)[C:17](=[O:29])[CH2:16]2)[CH3:14])[C:5]2[S:9][C:8]([CH3:10])=[N:7][C:6]=2[CH:11]=1.C(O)(C(F)(F)F)=O, predict the reaction product. The product is: [OH:1][C:2]1[CH:3]=[C:4]([O:12][C@@H:13]([C@H:15]2[CH2:19][NH:18][C:17](=[O:29])[CH2:16]2)[CH3:14])[C:5]2[S:9][C:8]([CH3:10])=[N:7][C:6]=2[CH:11]=1.